Dataset: Forward reaction prediction with 1.9M reactions from USPTO patents (1976-2016). Task: Predict the product of the given reaction. (1) Given the reactants [CH3:1][O:2][C:3]1[CH:23]=[CH:22][C:6]2[CH2:7][C:8](=O)[NH:9][N:10]=[C:11]([C:12]3[CH:17]=[CH:16][C:15]([N+:18]([O-:20])=[O:19])=[CH:14][CH:13]=3)[C:5]=2[CH:4]=1.P12(SP3(SP(SP(S3)(S1)=S)(=S)S2)=S)=[S:25].C(OCC)(=O)C.CCCCCC, predict the reaction product. The product is: [CH3:1][O:2][C:3]1[CH:23]=[CH:22][C:6]2[CH2:7][C:8](=[S:25])[NH:9][N:10]=[C:11]([C:12]3[CH:17]=[CH:16][C:15]([N+:18]([O-:20])=[O:19])=[CH:14][CH:13]=3)[C:5]=2[CH:4]=1. (2) Given the reactants [CH3:1][O:2][C:3]1[CH:12]=[C:11]([O:13][CH3:14])[C:10]2[C:5](=[CH:6][CH:7]=[CH:8][CH:9]=2)[N:4]=1.[Li]CCCC.Cl[C:21]([O:23][CH2:24][CH3:25])=[O:22].O, predict the reaction product. The product is: [CH3:1][O:2][C:3]1[C:12]([C:21]([O:23][CH2:24][CH3:25])=[O:22])=[C:11]([O:13][CH3:14])[C:10]2[C:5](=[CH:6][CH:7]=[CH:8][CH:9]=2)[N:4]=1. (3) Given the reactants [CH2:1]([NH:8][CH2:9][CH2:10][OH:11])[C:2]1[CH:7]=[CH:6][CH:5]=[CH:4][CH:3]=1.COCCOCCOC.[S:21](=O)(=[O:24])([OH:23])[OH:22].CO, predict the reaction product. The product is: [S:21]([OH:24])([O:11][CH2:10][CH2:9][NH:8][CH2:1][C:2]1[CH:7]=[CH:6][CH:5]=[CH:4][CH:3]=1)(=[O:23])=[O:22]. (4) Given the reactants [H-].[Na+].[CH2:3]([O:10][C:11]1[CH:12]=[C:13]2[C:17](=[CH:18][CH:19]=1)[NH:16][CH:15]=[CH:14]2)[C:4]1[CH:9]=[CH:8][CH:7]=[CH:6][CH:5]=1.[CH3:20][NH:21][C:22](=O)[O:23]C1C=CC=CC=1.O, predict the reaction product. The product is: [CH3:20][NH:21][C:22]([N:16]1[C:17]2[C:13](=[CH:12][C:11]([O:10][CH2:3][C:4]3[CH:5]=[CH:6][CH:7]=[CH:8][CH:9]=3)=[CH:19][CH:18]=2)[CH:14]=[CH:15]1)=[O:23]. (5) The product is: [CH3:1][N:2]([CH3:3])[CH2:41][C:5]([CH3:43])([CH3:4])[CH2:6][O:7][C:8]1[CH:13]=[C:12]([CH3:14])[C:11]([C:15]2[CH:23]=[CH:22][C:21]([F:24])=[C:20]3[C:16]=2[CH2:17][CH2:18][C@H:19]3[O:25][C:26]2[CH:39]=[CH:38][C:29]3[C@H:30]([CH2:33][C:34]([O:36][CH3:37])=[O:35])[CH2:31][O:32][C:28]=3[CH:27]=2)=[C:10]([CH3:40])[CH:9]=1. Given the reactants [CH3:1][NH:2][CH3:3].[CH3:4][C:5]([CH3:43])([CH:41]=O)[CH2:6][O:7][C:8]1[CH:13]=[C:12]([CH3:14])[C:11]([C:15]2[CH:23]=[CH:22][C:21]([F:24])=[C:20]3[C:16]=2[CH2:17][CH2:18][C@H:19]3[O:25][C:26]2[CH:39]=[CH:38][C:29]3[C@H:30]([CH2:33][C:34]([O:36][CH3:37])=[O:35])[CH2:31][O:32][C:28]=3[CH:27]=2)=[C:10]([CH3:40])[CH:9]=1.C(O)(=O)C.C(O[BH-](OC(=O)C)OC(=O)C)(=O)C.[Na+], predict the reaction product.